This data is from Catalyst prediction with 721,799 reactions and 888 catalyst types from USPTO. The task is: Predict which catalyst facilitates the given reaction. (1) Reactant: [CH:1]1([CH2:4][N:5]([CH2:24][CH2:25][CH3:26])[C:6]2[N:11]=[CH:10][N:9]=[C:8]([C:12]([NH:14][C:15]3[CH:20]=[CH:19][C:18]([CH:21]=O)=[CH:17][C:16]=3[CH3:23])=[O:13])[CH:7]=2)[CH2:3][CH2:2]1.Cl.[NH2:28][CH2:29][CH2:30][C:31]([O:33][C:34]([CH3:37])([CH3:36])[CH3:35])=[O:32].C(=O)([O-])[O-].C(O[BH-](OC(=O)C)OC(=O)C)(=O)C. The catalyst class is: 2. Product: [CH:1]1([CH2:4][N:5]([CH2:24][CH2:25][CH3:26])[C:6]2[N:11]=[CH:10][N:9]=[C:8]([C:12]([NH:14][C:15]3[CH:20]=[CH:19][C:18]([CH2:21][NH:28][CH2:29][CH2:30][C:31]([O:33][C:34]([CH3:37])([CH3:36])[CH3:35])=[O:32])=[CH:17][C:16]=3[CH3:23])=[O:13])[CH:7]=2)[CH2:3][CH2:2]1. (2) Reactant: Br[C:2]1[CH:3]=[C:4]([N:8]2[C:16]3[CH:15]=[CH:14][CH:13]=[CH:12][C:11]=3[C:10]3[CH:17]=[N:18][CH:19]=[CH:20][C:9]2=3)[CH:5]=[CH:6][CH:7]=1.[B:21]1([B:21]2[O:25][C:24]([CH3:27])([CH3:26])[C:23]([CH3:29])([CH3:28])[O:22]2)[O:25][C:24]([CH3:27])([CH3:26])[C:23]([CH3:29])([CH3:28])[O:22]1.C([O-])(=O)C.[K+].CS(C)=O. Product: [CH3:28][C:23]1([CH3:29])[C:24]([CH3:27])([CH3:26])[O:25][B:21]([C:2]2[CH:3]=[C:4]([N:8]3[C:16]4[CH:15]=[CH:14][CH:13]=[CH:12][C:11]=4[C:10]4[CH:17]=[N:18][CH:19]=[CH:20][C:9]3=4)[CH:5]=[CH:6][CH:7]=2)[O:22]1. The catalyst class is: 69. (3) Reactant: [C:1]([O:5][C:6]([N:8]1[CH2:13][CH:12]([CH3:14])[NH:11][CH:10]([CH3:15])[C:9]1=[C:16]=O)=[O:7])([CH3:4])([CH3:3])[CH3:2].C(=O)([O-])[O-].[K+].[K+].[CH3:24][O:25][C:26](=[O:29])CBr.CN(C=O)C. Product: [C:1]([O:5][C:6]([N:8]1[CH2:13][CH:12]([CH3:14])[N:11]([C:26]([O:25][CH3:24])=[O:29])[CH:10]([CH3:15])[CH:9]1[CH3:16])=[O:7])([CH3:2])([CH3:3])[CH3:4]. The catalyst class is: 6. (4) Reactant: C(OC([NH:8][C:9]1[CH:10]=[C:11]2[C:17]([C:18]3[CH:26]=[CH:25][C:21]([C:22]([OH:24])=[O:23])=[CH:20][C:19]=3[F:27])=[CH:16][N:15]([C:28](=[O:40])[C:29]3[C:34]([C:35]([F:38])([F:37])[F:36])=[CH:33][CH:32]=[CH:31][C:30]=3[Cl:39])[C:12]2=[CH:13][N:14]=1)=O)(C)(C)C.C(O)(C(F)(F)F)=O. Product: [NH2:8][C:9]1[CH:10]=[C:11]2[C:17]([C:18]3[CH:26]=[CH:25][C:21]([C:22]([OH:24])=[O:23])=[CH:20][C:19]=3[F:27])=[CH:16][N:15]([C:28](=[O:40])[C:29]3[C:34]([C:35]([F:37])([F:38])[F:36])=[CH:33][CH:32]=[CH:31][C:30]=3[Cl:39])[C:12]2=[CH:13][N:14]=1. The catalyst class is: 2. (5) Reactant: [Br:1][CH2:2][CH2:3][CH2:4][CH2:5][CH2:6][CH2:7][CH2:8][CH2:9][CH2:10][CH2:11][CH2:12][CH2:13][CH2:14][CH2:15][CH2:16][CH2:17][CH2:18][CH2:19][CH2:20][CH2:21]O.C1(P(C2C=CC=CC=2)C2C=CC=CC=2)C=CC=CC=1.[C:42]1(=[O:52])[NH:46][C:45](=[O:47])[C:44]2=[CH:48][CH:49]=[CH:50][CH:51]=[C:43]12.N(C(OC(C)C)=O)=NC(OC(C)C)=O. Product: [Br:1][CH2:2][CH2:3][CH2:4][CH2:5][CH2:6][CH2:7][CH2:8][CH2:9][CH2:10][CH2:11][CH2:12][CH2:13][CH2:14][CH2:15][CH2:16][CH2:17][CH2:18][CH2:19][CH2:20][CH2:21][N:46]1[C:45](=[O:47])[C:44]2=[CH:48][CH:49]=[CH:50][CH:51]=[C:43]2[C:42]1=[O:52]. The catalyst class is: 7. (6) The catalyst class is: 8. Product: [F:1][C:2]1[CH:7]=[CH:6][C:5]([C:8]2[C:16]([C:17]3[CH:22]=[CH:21][N:20]=[C:19]([NH:23][C:24](=[O:26])[CH3:25])[CH:18]=3)=[C:11]3[NH:12][CH2:13][CH2:14][CH2:15][N:10]3[N:9]=2)=[CH:4][CH:3]=1. Reactant: [F:1][C:2]1[CH:7]=[CH:6][C:5]([C:8]2[C:16]([C:17]3[CH:22]=[CH:21][N:20]=[C:19]([NH:23][C:24](=[O:26])[CH3:25])[CH:18]=3)=[C:11]3[N:12]=[CH:13][CH:14]=[CH:15][N:10]3[N:9]=2)=[CH:4][CH:3]=1.[BH4-].[Na+].O.